Dataset: Forward reaction prediction with 1.9M reactions from USPTO patents (1976-2016). Task: Predict the product of the given reaction. Given the reactants [CH:1]1([CH2:7][NH:8][C:9]2[CH:27]=[CH:26][C:12]([C:13]([N:15]([CH2:21][C:22]([F:25])([F:24])[F:23])[CH2:16][C:17]([F:20])([F:19])[F:18])=[O:14])=[CH:11][C:10]=2[N+:28]([O-])=O)[CH2:6][CH2:5][CH2:4][CH2:3][CH2:2]1, predict the reaction product. The product is: [NH2:28][C:10]1[CH:11]=[C:12]([CH:26]=[CH:27][C:9]=1[NH:8][CH2:7][CH:1]1[CH2:6][CH2:5][CH2:4][CH2:3][CH2:2]1)[C:13]([N:15]([CH2:21][C:22]([F:23])([F:24])[F:25])[CH2:16][C:17]([F:19])([F:20])[F:18])=[O:14].